This data is from Full USPTO retrosynthesis dataset with 1.9M reactions from patents (1976-2016). The task is: Predict the reactants needed to synthesize the given product. (1) Given the product [CH2:20]([O:19][C:17](=[O:18])[NH:16][CH:13]1[CH2:14][CH2:15][NH:11][CH2:12]1)[CH2:21][CH2:22][CH3:23], predict the reactants needed to synthesize it. The reactants are: C(OC([N:11]1[CH2:15][CH2:14][CH:13]([NH:16][C:17]([O:19][CH2:20][CH2:21][CH2:22][CH3:23])=[O:18])[CH2:12]1)=O)C1C=CC=CC=1. (2) Given the product [CH2:5]([NH:12][C@@H:13]1[CH2:14][CH2:15][C@H:16]([C:19]([O:21][CH3:22])=[O:20])[CH2:17][CH2:18]1)[C:6]1[CH:11]=[CH:10][CH:9]=[CH:8][CH:7]=1, predict the reactants needed to synthesize it. The reactants are: S(Cl)(Cl)=O.[CH2:5]([NH:12][C@@H:13]1[CH2:18][CH2:17][C@H:16]([C:19]([OH:21])=[O:20])[CH2:15][CH2:14]1)[C:6]1[CH:11]=[CH:10][CH:9]=[CH:8][CH:7]=1.[CH3:22]O. (3) Given the product [CH3:12][O:11][C:8]1[CH:9]=[CH:10][C:2]([B:31]2[O:35][C:34]([CH3:37])([CH3:36])[C:33]([CH3:39])([CH3:38])[O:32]2)=[C:3]2[C:7]=1[NH:6][CH:5]=[CH:4]2, predict the reactants needed to synthesize it. The reactants are: Br[C:2]1[CH:10]=[CH:9][C:8]([O:11][CH3:12])=[C:7]2[C:3]=1[CH:4]=[CH:5][NH:6]2.COC1C=C(C=CC=1[B:31]1[O:35][C:34]([CH3:37])([CH3:36])[C:33]([CH3:39])([CH3:38])[O:32]1)OC1C2C=COC=2C=CN=1.O. (4) Given the product [CH3:27][C:2]([CH3:1])([CH3:26])[C:3]#[C:4][C:5]1[S:9][C:8]([C:10]([O:12][CH3:13])=[O:11])=[C:7]([N:14]([C@H:15]2[CH2:21][CH2:20][CH2:19][CH2:18][N:17]([CH:22]([CH3:23])[CH3:24])[C:16]2=[O:25])[C:35]([C@H:32]2[CH2:33][CH2:34][C@H:29]([CH3:28])[CH2:30][CH2:31]2)=[O:36])[CH:6]=1, predict the reactants needed to synthesize it. The reactants are: [CH3:1][C:2]([CH3:27])([CH3:26])[C:3]#[C:4][C:5]1[S:9][C:8]([C:10]([O:12][CH3:13])=[O:11])=[C:7]([NH:14][C@H:15]2[CH2:21][CH2:20][CH2:19][CH2:18][N:17]([CH:22]([CH3:24])[CH3:23])[C:16]2=[O:25])[CH:6]=1.[CH3:28][C@H:29]1[CH2:34][CH2:33][C@H:32]([C:35](Cl)=[O:36])[CH2:31][CH2:30]1.